This data is from Reaction yield outcomes from USPTO patents with 853,638 reactions. The task is: Predict the reaction yield, written as a fraction of the theoretical maximum amount of product (1.0 means a 100% yield; for example, 0.34 means a 34% yield). (1) The reactants are F.F.F.C(N(CC)CC)C.C(N(CC)CC)C.[Si]([O:35][CH2:36][C@H:37]1[O:41][C@@H:40]([N:42]2[CH:49]=[C:48]([CH3:50])[C:46](=[O:47])[NH:45][C:43]2=[O:44])[C@H:39]([O:51][CH2:52][CH2:53][O:54][N:55]([CH3:57])[CH3:56])[C@@H:38]1[OH:58])(C(C)(C)C)(C1C=CC=CC=1)C1C=CC=CC=1.CO. The catalyst is C1COCC1.C(Cl)Cl. The product is [CH3:56][N:55]([CH3:57])[O:54][CH2:53][CH2:52][O:51][C@@H:39]1[C@H:38]([OH:58])[C@@H:37]([CH2:36][OH:35])[O:41][C@H:40]1[N:42]1[CH:49]=[C:48]([CH3:50])[C:46](=[O:47])[NH:45][C:43]1=[O:44]. The yield is 0.925. (2) The reactants are Cl[S:2]([NH:5][CH2:6][CH2:7][P:8](=[O:15])([O:12][CH2:13][CH3:14])[O:9][CH2:10][CH3:11])(=[O:4])=[O:3].[Cl:16][C:17]1[CH:18]=[C:19]2[C:24](=[C:25]([Cl:27])[CH:26]=1)[CH2:23][N:22]([CH3:28])[CH2:21][CH:20]2[C:29]1[CH:34]=[CH:33][C:32]([NH2:35])=[CH:31][CH:30]=1.C(N(C(C)C)C(C)C)C. The catalyst is C(#N)C. The product is [Cl:16][C:17]1[CH:18]=[C:19]2[C:24](=[C:25]([Cl:27])[CH:26]=1)[CH2:23][N:22]([CH3:28])[CH2:21][CH:20]2[C:29]1[CH:34]=[CH:33][C:32]([NH:35][S:2]([NH:5][CH2:6][CH2:7][P:8](=[O:15])([O:12][CH2:13][CH3:14])[O:9][CH2:10][CH3:11])(=[O:4])=[O:3])=[CH:31][CH:30]=1. The yield is 0.160. (3) The reactants are Cl.[CH:2]1([C:5]2[N:6]=[CH:7][C:8]([O:11][C@@H:12]3[CH2:22][N:15]4[C:16](=[O:21])[CH2:17][CH2:18][NH:19][CH2:20][C@H:14]4[CH2:13]3)=[N:9][CH:10]=2)[CH2:4][CH2:3]1.Cl[C:24]1[CH:29]=[CH:28][C:27]([C:30]([F:33])([F:32])[F:31])=[CH:26][N:25]=1.C(=O)([O-])[O-].[Na+].[Na+]. The catalyst is CS(C)=O.C(OCC)(=O)C. The product is [CH:2]1([C:5]2[N:6]=[CH:7][C:8]([O:11][C@@H:12]3[CH2:22][N:15]4[C:16](=[O:21])[CH2:17][CH2:18][N:19]([C:24]5[CH:29]=[CH:28][C:27]([C:30]([F:33])([F:32])[F:31])=[CH:26][N:25]=5)[CH2:20][C@H:14]4[CH2:13]3)=[N:9][CH:10]=2)[CH2:4][CH2:3]1. The yield is 0.400. (4) The reactants are [CH3:1][O:2][C:3]1[CH:10]=[CH:9][C:6]([CH:7]=O)=[CH:5][CH:4]=1.[CH3:11][C@@H:12]1[C:18]2[CH:19]=[C:20]([C:23]([O:25][CH2:26][CH3:27])=[O:24])[CH:21]=[CH:22][C:17]=2[O:16][CH2:15][CH2:14][NH:13]1. The catalyst is CO. The product is [CH3:1][O:2][C:3]1[CH:10]=[CH:9][C:6]([CH2:7][N:13]2[C@H:12]([CH3:11])[C:18]3[CH:19]=[C:20]([C:23]([O:25][CH2:26][CH3:27])=[O:24])[CH:21]=[CH:22][C:17]=3[O:16][CH2:15][CH2:14]2)=[CH:5][CH:4]=1. The yield is 0.530. (5) The reactants are F[C:2]1[N:7]=[C:6]([NH2:8])[CH:5]=[CH:4][CH:3]=1.[CH3:9][O:10][CH2:11][CH:12]1[CH2:16][CH2:15][CH2:14][NH:13]1. The catalyst is O. The product is [CH3:9][O:10][CH2:11][CH:12]1[CH2:16][CH2:15][CH2:14][N:13]1[C:2]1[N:7]=[C:6]([NH2:8])[CH:5]=[CH:4][CH:3]=1. The yield is 0.740. (6) The reactants are ClC(Cl)(O[C:5](=[O:11])OC(Cl)(Cl)Cl)Cl.[CH3:13][NH:14][C:15]1[CH:20]=[CH:19][C:18]([N+:21]([O-:23])=[O:22])=[C:17]([N:24]2[CH2:29][CH2:28][CH2:27][CH2:26][CH2:25]2)[CH:16]=1.CCN(C(C)C)C(C)C.[CH3:39][N:40]1[CH2:45][CH2:44][NH:43][CH2:42][CH2:41]1. The catalyst is C(Cl)Cl.C(Cl)(Cl)Cl. The product is [CH3:13][N:14]([C:15]1[CH:20]=[CH:19][C:18]([N+:21]([O-:23])=[O:22])=[C:17]([N:24]2[CH2:29][CH2:28][CH2:27][CH2:26][CH2:25]2)[CH:16]=1)[C:5]([N:43]1[CH2:44][CH2:45][N:40]([CH3:39])[CH2:41][CH2:42]1)=[O:11]. The yield is 0.860. (7) The reactants are C(OC([N:8]1[CH2:13][CH2:12][N:11]([C:14]2[C:19]([N+:20]([O-:22])=[O:21])=[CH:18][CH:17]=[CH:16][C:15]=2[Cl:23])[CH2:10][CH2:9]1)=O)(C)(C)C.C(Cl)Cl. The catalyst is FC(F)(F)C(O)=O. The product is [Cl:23][C:15]1[CH:16]=[CH:17][CH:18]=[C:19]([N+:20]([O-:22])=[O:21])[C:14]=1[N:11]1[CH2:12][CH2:13][NH:8][CH2:9][CH2:10]1. The yield is 0.950. (8) The reactants are Br[C:2]1[N:3]=[C:4]2[C:10]([C:11]([NH:13][C:14]([CH3:17])([CH3:16])[CH3:15])=[O:12])=[CH:9][N:8]([CH2:18][O:19][CH2:20][CH2:21][Si:22]([CH3:25])([CH3:24])[CH3:23])[C:5]2=[N:6][CH:7]=1.[F:26][C:27]1[CH:28]=[C:29]2[C:33](=[CH:34][C:35]=1[F:36])[NH:32][N:31]=[CH:30]2.CC(C)([O-])C.[Na+]. The catalyst is O1CCOCC1.CC(C)([P](C(C)(C)C)([Pd][P](C(C)(C)C)(C(C)(C)C)C(C)(C)C)C(C)(C)C)C. The product is [C:14]([NH:13][C:11]([C:10]1[C:4]2[C:5](=[N:6][CH:7]=[C:2]([N:32]3[C:33]4[C:29](=[CH:28][C:27]([F:26])=[C:35]([F:36])[CH:34]=4)[CH:30]=[N:31]3)[N:3]=2)[N:8]([CH2:18][O:19][CH2:20][CH2:21][Si:22]([CH3:25])([CH3:24])[CH3:23])[CH:9]=1)=[O:12])([CH3:17])([CH3:16])[CH3:15]. The yield is 0.680.